From a dataset of Full USPTO retrosynthesis dataset with 1.9M reactions from patents (1976-2016). Predict the reactants needed to synthesize the given product. Given the product [OH:10][C:11]1[CH:20]=[C:19]2[C:14]([C:15]([NH:21][C:22]3[CH:27]=[C:26]([NH:28][C:29]([C:31]4[CH:36]=[CH:35][N:34]=[C:33]([N:37]5[CH2:42][CH2:41][O:40][CH2:39][CH2:38]5)[CH:32]=4)=[O:30])[CH:25]=[CH:24][C:23]=3[CH3:43])=[N:16][CH:17]=[N:18]2)=[CH:13][C:12]=1[O:44][CH3:45], predict the reactants needed to synthesize it. The reactants are: Cl.Cl.C([O:10][C:11]1[CH:20]=[C:19]2[C:14]([C:15]([NH:21][C:22]3[CH:27]=[C:26]([NH:28][C:29]([C:31]4[CH:36]=[CH:35][N:34]=[C:33]([N:37]5[CH2:42][CH2:41][O:40][CH2:39][CH2:38]5)[CH:32]=4)=[O:30])[CH:25]=[CH:24][C:23]=3[CH3:43])=[N:16][CH:17]=[N:18]2)=[CH:13][C:12]=1[O:44][CH3:45])C1C=CC=CC=1.